Dataset: Forward reaction prediction with 1.9M reactions from USPTO patents (1976-2016). Task: Predict the product of the given reaction. (1) Given the reactants Cl.[CH3:2][O:3][C:4]1[CH:5]=[C:6]([C:12]2[C@@H:21]3[C@@H:16]([CH2:17][CH2:18][CH2:19][CH2:20]3)[C:15](=[O:22])[N:14]([CH:23]3[CH2:28][CH2:27][NH:26][CH2:25][CH2:24]3)[N:13]=2)[CH:7]=[CH:8][C:9]=1[O:10][CH3:11].[C:29]([O:33][C:34]([NH:36][C@H:37]([C:40](O)=[O:41])[CH2:38][OH:39])=[O:35])([CH3:32])([CH3:31])[CH3:30].CN(C(ON1N=NC2C=CC=CC1=2)=[N+](C)C)C.F[P-](F)(F)(F)(F)F.CCN(C(C)C)C(C)C.C(=O)(O)[O-].[Na+], predict the reaction product. The product is: [CH3:2][O:3][C:4]1[CH:5]=[C:6]([C:12]2[C@@H:21]3[C@@H:16]([CH2:17][CH2:18][CH2:19][CH2:20]3)[C:15](=[O:22])[N:14]([CH:23]3[CH2:24][CH2:25][N:26]([C:38](=[O:39])[C@@H:37]([NH:36][C:34](=[O:35])[O:33][C:29]([CH3:30])([CH3:31])[CH3:32])[CH2:40][OH:41])[CH2:27][CH2:28]3)[N:13]=2)[CH:7]=[CH:8][C:9]=1[O:10][CH3:11]. (2) Given the reactants [NH2:1][CH2:2][CH2:3][C:4]1[CH:9]=[CH:8][C:7]([OH:10])=[CH:6][CH:5]=1.[Cl:11][C:12]1[CH:17]=[C:16]([Cl:18])[CH:15]=[CH:14][C:13]=1[C:19]1[CH:20]=[C:21]([C:24](Cl)=[O:25])[NH:22][N:23]=1, predict the reaction product. The product is: [OH:10][C:7]1[CH:8]=[CH:9][C:4]([CH2:3][CH2:2][NH:1][C:24]([C:21]2[NH:22][N:23]=[C:19]([C:13]3[CH:14]=[CH:15][C:16]([Cl:18])=[CH:17][C:12]=3[Cl:11])[CH:20]=2)=[O:25])=[CH:5][CH:6]=1. (3) Given the reactants Br[C:2]1[CH:7]=[CH:6][C:5]([C:8]2[N:9]=[C:10]([CH:18]3[CH2:21][CH2:20][CH2:19]3)[N:11]3[CH:16]=[CH:15][N:14]=[C:13]([NH2:17])[C:12]=23)=[CH:4][C:3]=1[F:22].[CH3:23][C:24]1[CH:29]=[CH:28][CH:27]=[CH:26][C:25]=1[OH:30], predict the reaction product. The product is: [CH:18]1([C:10]2[N:11]3[CH:16]=[CH:15][N:14]=[C:13]([NH2:17])[C:12]3=[C:8]([C:5]3[CH:6]=[CH:7][C:2]([O:30][C:25]4[CH:26]=[CH:27][CH:28]=[CH:29][C:24]=4[CH3:23])=[C:3]([F:22])[CH:4]=3)[N:9]=2)[CH2:21][CH2:20][CH2:19]1. (4) Given the reactants [CH2:1]([O:8][CH2:9][N:10]1[CH:14]=[C:13](Br)[N:12]=[C:11]1[O:16][CH:17]([CH3:19])[CH3:18])[C:2]1[CH:7]=[CH:6][CH:5]=[CH:4][CH:3]=1.Cl.[OH-].[Na+].C(=O)([O-])O.[Na+].[O:28]1CCO[CH2:30][CH2:29]1, predict the reaction product. The product is: [CH2:1]([O:8][CH2:9][N:10]1[CH:14]=[C:13]([C:29](=[O:28])[CH3:30])[N:12]=[C:11]1[O:16][CH:17]([CH3:19])[CH3:18])[C:2]1[CH:7]=[CH:6][CH:5]=[CH:4][CH:3]=1. (5) Given the reactants [CH3:1]C1CC2C(=CC=CC=2)N(C2C=CC=CC=2)C1=O.[Cl:19][CH2:20][CH2:21][CH2:22][CH:23]1[CH2:32][C:31]2[C:26](=[CH:27][CH:28]=[CH:29][CH:30]=2)[N:25]([C:33]2[CH:38]=[CH:37][CH:36]=[CH:35][CH:34]=2)[C:24]1=[O:39].BrCCCCl, predict the reaction product. The product is: [Cl:19][CH2:20][CH2:21][CH2:22][C:23]1([CH3:1])[CH2:32][C:31]2[C:26](=[CH:27][CH:28]=[CH:29][CH:30]=2)[N:25]([C:33]2[CH:38]=[CH:37][CH:36]=[CH:35][CH:34]=2)[C:24]1=[O:39]. (6) Given the reactants [Cl:1][C:2]1[C:3]([F:42])=[C:4]([C@@H:8]2[C@:12]([C:15]3[CH:20]=[CH:19][C:18]([Cl:21])=[CH:17][C:16]=3[F:22])([C:13]#[N:14])[C@H:11]([CH2:23][C:24]([CH3:27])([CH3:26])[CH3:25])[NH:10][C@H:9]2[C:28]([NH:30][C:31]2[CH:39]=[CH:38][C:34]([C:35]([OH:37])=O)=[CH:33][C:32]=2[O:40][CH3:41])=[O:29])[CH:5]=[CH:6][CH:7]=1.[CH3:43][NH:44][CH3:45], predict the reaction product. The product is: [CH3:43][N:44]([CH3:45])[C:35]([C:34]1[CH:38]=[CH:39][C:31]([NH:30][C:28]([C@H:9]2[C@H:8]([C:4]3[CH:5]=[CH:6][CH:7]=[C:2]([Cl:1])[C:3]=3[F:42])[C@:12]([C:15]3[CH:20]=[CH:19][C:18]([Cl:21])=[CH:17][C:16]=3[F:22])([C:13]#[N:14])[C@H:11]([CH2:23][C:24]([CH3:25])([CH3:27])[CH3:26])[NH:10]2)=[O:29])=[C:32]([O:40][CH3:41])[CH:33]=1)=[O:37]. (7) The product is: [F:14][C:15]1[CH:29]=[CH:28][C:18]([C:19]([C:21]2[CH:26]=[CH:25][C:24]([F:27])=[CH:23][CH:22]=2)([OH:20])[CH2:5][CH3:6])=[CH:17][CH:16]=1. Given the reactants [Cl-].[Ce+3].[Cl-].[Cl-].[CH2:5]1COC[CH2:6]1.C([Mg]Cl)C.[F:14][C:15]1[CH:29]=[CH:28][C:18]([C:19]([C:21]2[CH:26]=[CH:25][C:24]([F:27])=[CH:23][CH:22]=2)=[O:20])=[CH:17][CH:16]=1, predict the reaction product. (8) Given the reactants [CH3:1][C:2]1[CH:3]=[C:4]([C:17]2[CH:22]=[CH:21][C:20]([CH2:23][C@H:24]([NH:39][C:40]([C@H:42]3[CH2:47][CH2:46][C@H:45]([CH2:48][NH:49]C(=O)OC(C)(C)C)[CH2:44][CH2:43]3)=[O:41])[C:25](=[O:38])[NH:26][C:27]3[CH:32]=[CH:31][C:30]([C:33]4[N:34]=[N:35][NH:36][N:37]=4)=[CH:29][CH:28]=3)=[CH:19][CH:18]=2)[CH:5]=[C:6]([C:8](=[O:16])[NH:9][CH:10]2[CH2:15][CH2:14][NH:13][CH2:12][CH2:11]2)[CH:7]=1.[ClH:57], predict the reaction product. The product is: [ClH:57].[NH2:49][CH2:48][C@H:45]1[CH2:44][CH2:43][C@H:42]([C:40]([NH:39][C@H:24]([C:25](=[O:38])[NH:26][C:27]2[CH:28]=[CH:29][C:30]([C:33]3[N:34]=[N:35][NH:36][N:37]=3)=[CH:31][CH:32]=2)[CH2:23][C:20]2[CH:19]=[CH:18][C:17]([C:4]3[CH:3]=[C:2]([CH3:1])[CH:7]=[C:6]([C:8]([NH:9][CH:10]4[CH2:11][CH2:12][NH:13][CH2:14][CH2:15]4)=[O:16])[CH:5]=3)=[CH:22][CH:21]=2)=[O:41])[CH2:47][CH2:46]1. (9) Given the reactants [CH:1]1([C:4]2[CH:24]=[CH:23][C:7]([C:8]([C:10]3[C:11](=[O:22])[CH2:12][CH:13]([C:17]([O:19][CH2:20][CH3:21])=[O:18])[CH2:14][C:15]=3O)=[O:9])=[CH:6][CH:5]=2)[CH2:3][CH2:2]1.C(N(S(F)(F)[F:31])CC)C.O, predict the reaction product. The product is: [CH:1]1([C:4]2[CH:24]=[CH:23][C:7]([C:8]([C:10]3[C:11](=[O:22])[CH2:12][CH:13]([C:17]([O:19][CH2:20][CH3:21])=[O:18])[CH2:14][C:15]=3[F:31])=[O:9])=[CH:6][CH:5]=2)[CH2:3][CH2:2]1. (10) Given the reactants [CH3:1][O:2][C:3](=[O:38])[NH:4][C@H:5]([C:9]([N:11]1[CH2:15][C@@H:14]([O:16][CH3:17])[CH2:13][C@H:12]1[C:18]1[NH:19][CH:20]=[C:21]([C:23]2[CH:28]=[CH:27][C:26](B3OC(C)(C)C(C)(C)O3)=[CH:25][CH:24]=2)[N:22]=1)=[O:10])[CH:6]([CH3:8])[CH3:7].[C:39]([O:43][C:44]([N:46]1[CH2:51][CH2:50][N:49]([C:52]2[CH:57]=[CH:56][C:55]([C:58](=[O:73])[NH:59][C:60]3[CH:65]=[C:64]([O:66][C:67]([F:70])([F:69])[F:68])[C:63](Br)=[CH:62][C:61]=3[Cl:72])=[CH:54][N:53]=2)[C@H:48]([CH3:74])[CH2:47]1)=[O:45])([CH3:42])([CH3:41])[CH3:40].O.C(=O)([O-])[O-].[K+].[K+], predict the reaction product. The product is: [C:39]([O:43][C:44]([N:46]1[CH2:51][CH2:50][N:49]([C:52]2[CH:57]=[CH:56][C:55]([C:58](=[O:73])[NH:59][C:60]3[C:61]([Cl:72])=[CH:62][C:63]([C:26]4[CH:27]=[CH:28][C:23]([C:21]5[N:22]=[C:18]([C@@H:12]6[CH2:13][C@H:14]([O:16][CH3:17])[CH2:15][N:11]6[C:9](=[O:10])[C@@H:5]([NH:4][C:3]([O:2][CH3:1])=[O:38])[CH:6]([CH3:7])[CH3:8])[NH:19][CH:20]=5)=[CH:24][CH:25]=4)=[C:64]([O:66][C:67]([F:70])([F:69])[F:68])[CH:65]=3)=[CH:54][N:53]=2)[C@H:48]([CH3:74])[CH2:47]1)=[O:45])([CH3:42])([CH3:40])[CH3:41].